From a dataset of Peptide-MHC class I binding affinity with 185,985 pairs from IEDB/IMGT. Regression. Given a peptide amino acid sequence and an MHC pseudo amino acid sequence, predict their binding affinity value. This is MHC class I binding data. (1) The peptide sequence is EFFDGGLTF. The MHC is HLA-A02:01 with pseudo-sequence HLA-A02:01. The binding affinity (normalized) is 0.0847. (2) The peptide sequence is RNPKNENDQY. The MHC is HLA-A30:02 with pseudo-sequence HLA-A30:02. The binding affinity (normalized) is 0.720.